This data is from Peptide-MHC class II binding affinity with 134,281 pairs from IEDB. The task is: Regression. Given a peptide amino acid sequence and an MHC pseudo amino acid sequence, predict their binding affinity value. This is MHC class II binding data. (1) The peptide sequence is MVGTILEMLGTRLDQ. The MHC is DRB1_0404 with pseudo-sequence DRB1_0404. The binding affinity (normalized) is 0.370. (2) The peptide sequence is SVLLTLVALAG. The MHC is HLA-DQA10301-DQB10302 with pseudo-sequence HLA-DQA10301-DQB10302. The binding affinity (normalized) is 0.497.